From a dataset of NCI-60 drug combinations with 297,098 pairs across 59 cell lines. Regression. Given two drug SMILES strings and cell line genomic features, predict the synergy score measuring deviation from expected non-interaction effect. (1) Cell line: EKVX. Drug 2: C1CN1C2=NC(=NC(=N2)N3CC3)N4CC4. Synergy scores: CSS=7.43, Synergy_ZIP=-2.78, Synergy_Bliss=1.05, Synergy_Loewe=-1.91, Synergy_HSA=0.309. Drug 1: C1CC(C1)(C(=O)O)C(=O)O.[NH2-].[NH2-].[Pt+2]. (2) Drug 1: C(CCl)NC(=O)N(CCCl)N=O. Drug 2: COCCOC1=C(C=C2C(=C1)C(=NC=N2)NC3=CC=CC(=C3)C#C)OCCOC.Cl. Cell line: HL-60(TB). Synergy scores: CSS=-2.63, Synergy_ZIP=0.542, Synergy_Bliss=-1.62, Synergy_Loewe=-8.60, Synergy_HSA=-7.95. (3) Drug 1: COC1=CC(=CC(=C1O)OC)C2C3C(COC3=O)C(C4=CC5=C(C=C24)OCO5)OC6C(C(C7C(O6)COC(O7)C8=CC=CS8)O)O. Drug 2: CS(=O)(=O)OCCCCOS(=O)(=O)C. Cell line: EKVX. Synergy scores: CSS=18.6, Synergy_ZIP=-4.92, Synergy_Bliss=-0.0692, Synergy_Loewe=-34.2, Synergy_HSA=-2.34. (4) Drug 1: CC1=C(C=C(C=C1)NC2=NC=CC(=N2)N(C)C3=CC4=NN(C(=C4C=C3)C)C)S(=O)(=O)N.Cl. Drug 2: B(C(CC(C)C)NC(=O)C(CC1=CC=CC=C1)NC(=O)C2=NC=CN=C2)(O)O. Cell line: SK-MEL-28. Synergy scores: CSS=-3.02, Synergy_ZIP=3.36, Synergy_Bliss=4.56, Synergy_Loewe=0.522, Synergy_HSA=0.629.